From a dataset of Reaction yield outcomes from USPTO patents with 853,638 reactions. Predict the reaction yield, written as a fraction of the theoretical maximum amount of product (1.0 means a 100% yield; for example, 0.34 means a 34% yield). (1) The catalyst is CC(C)=O.C(OCC)(=O)C.O. The product is [F:1][C:2]1[C:7]([F:8])=[CH:6][C:5]([C:9]2[CH:10]=[CH:11][C:12]([O:15][CH2:19][C:20]3[C:28]4[O:27][N:26]=[C:25]([O:29][C:30]([C:31]5[CH:36]=[CH:35][CH:34]=[CH:33][CH:32]=5)([C:43]5[CH:44]=[CH:45][CH:46]=[CH:47][CH:48]=5)[C:37]5[CH:42]=[CH:41][CH:40]=[CH:39][CH:38]=5)[C:24]=4[CH:23]=[CH:22][CH:21]=3)=[CH:13][CH:14]=2)=[C:4]([O:16][CH3:17])[CH:3]=1. The reactants are [F:1][C:2]1[C:7]([F:8])=[CH:6][C:5]([C:9]2[CH:14]=[CH:13][C:12]([OH:15])=[CH:11][CH:10]=2)=[C:4]([O:16][CH3:17])[CH:3]=1.Br[CH2:19][C:20]1[C:28]2[O:27][N:26]=[C:25]([O:29][C:30]([C:43]3[CH:48]=[CH:47][CH:46]=[CH:45][CH:44]=3)([C:37]3[CH:42]=[CH:41][CH:40]=[CH:39][CH:38]=3)[C:31]3[CH:36]=[CH:35][CH:34]=[CH:33][CH:32]=3)[C:24]=2[CH:23]=[CH:22][CH:21]=1.C(=O)([O-])[O-].[K+].[K+]. The yield is 0.788. (2) The reactants are [CH3:1][O:2][C:3](=[O:24])/[CH:4]=[CH:5]/[CH:6]=[CH:7]/[CH2:8][CH:9]([C:17]([O:19]C(C)(C)C)=[O:18])[C:10]([O:12]C(C)(C)C)=[O:11].C(O)(C(F)(F)F)=O. The catalyst is C(Cl)Cl. The product is [CH3:1][O:2][C:3](=[O:24])/[CH:4]=[CH:5]/[CH:6]=[CH:7]/[CH2:8][CH:9]([C:10]([OH:12])=[O:11])[C:17]([OH:19])=[O:18]. The yield is 0.830. (3) The reactants are [Br:1][C:2]1[CH:7]=[CH:6][C:5]([OH:8])=[CH:4][CH:3]=1.[CH:9]1([CH2:15]C2C=CC=CC=2O)[CH2:14][CH2:13][CH2:12][CH2:11][CH2:10]1.C1(P(C2C=CC=CC=2)C2C=CC=CC=2)C=CC=CC=1.N(C(OCC)=O)=NC(OCC)=O.C1(C)C=CC=CC=1. The catalyst is O1CCCC1. The product is [Br:1][C:2]1[CH:7]=[CH:6][C:5]([O:8][CH2:15][CH:9]2[CH2:14][CH2:13][CH2:12][CH2:11][CH2:10]2)=[CH:4][CH:3]=1. The yield is 0.540. (4) The reactants are [CH:1]1([C@@H:6]2[NH:11][C:10](=[O:12])[C@H:9]([CH2:13][CH:14]([CH3:16])[CH3:15])[NH:8][CH2:7]2)[CH2:5][CH2:4][CH2:3][CH2:2]1.[F:17][C:18]1[CH:23]=[CH:22][C:21]([C:24]2[CH:28]=[C:27]([C:29](O)=[O:30])[O:26][N:25]=2)=[CH:20][CH:19]=1.C([C@@H]1N(C(=O)/C=C/C2C=CC=CC=2)C[C@H](CC(C)C)NC1=O)C(C)C. No catalyst specified. The product is [CH:1]1([C@@H:6]2[NH:11][C:10](=[O:12])[C@H:9]([CH2:13][CH:14]([CH3:16])[CH3:15])[N:8]([C:29]([C:27]3[O:26][N:25]=[C:24]([C:21]4[CH:22]=[CH:23][C:18]([F:17])=[CH:19][CH:20]=4)[CH:28]=3)=[O:30])[CH2:7]2)[CH2:2][CH2:3][CH2:4][CH2:5]1. The yield is 0.770.